From a dataset of Full USPTO retrosynthesis dataset with 1.9M reactions from patents (1976-2016). Predict the reactants needed to synthesize the given product. Given the product [NH2:1][C:2]1[C:7]2=[CH:8][C:21]([C:20]([O:23][CH2:24][CH3:25])=[O:22])=[CH:10][N:6]2[N:5]=[CH:4][N:3]=1, predict the reactants needed to synthesize it. The reactants are: [NH2:1][C:2]1[C:7]2=[CH:8]C(C#N)=[CH:10][N:6]2[N:5]=[CH:4][N:3]=1.S(=O)(=O)(O)O.[OH-].[Na+].[C:20]([O:23][CH2:24][CH3:25])(=[O:22])[CH3:21].